Dataset: Reaction yield outcomes from USPTO patents with 853,638 reactions. Task: Predict the reaction yield, written as a fraction of the theoretical maximum amount of product (1.0 means a 100% yield; for example, 0.34 means a 34% yield). (1) The reactants are Cl.[NH2:2][C:3]1[N:8]=[CH:7][N:6]=[C:5]2[N:9]([CH:13]([C:15]3[O:16][C:17](=[O:31])[C:18]4[C:23]([C:24]=3[C:25]3[CH2:26][CH2:27][NH:28][CH2:29][CH:30]=3)=[CH:22][CH:21]=[CH:20][CH:19]=4)[CH3:14])[N:10]=[C:11]([I:12])[C:4]=12.[CH:32]([N:35]1[CH2:40][CH2:39][C:38](=O)[CH2:37][CH2:36]1)([CH3:34])[CH3:33].CCN(C(C)C)C(C)C.S([O-])([O-])(=O)=O.[Na+].[Na+].C(O)(=O)C.C(O[BH-](OC(=O)C)OC(=O)C)(=O)C.[Na+]. The catalyst is C(Cl)Cl.C(O)=O.O.CC#N. The product is [CH:17]([OH:31])=[O:16].[NH2:2][C:3]1[N:8]=[CH:7][N:6]=[C:5]2[N:9]([CH:13]([C:15]3[O:16][C:17](=[O:31])[C:18]4[C:23]([C:24]=3[C:25]3[CH2:26][CH2:27][N:28]([CH:38]5[CH2:39][CH2:40][N:35]([CH:32]([CH3:34])[CH3:33])[CH2:36][CH2:37]5)[CH2:29][CH:30]=3)=[CH:22][CH:21]=[CH:20][CH:19]=4)[CH3:14])[N:10]=[C:11]([I:12])[C:4]=12. The yield is 0.800. (2) The yield is 0.250. The product is [C:1]([O:5][C:6]([N:8]1[CH2:13][CH2:12][C:11]2[N:14]([CH2:20][O:21][CH2:22][CH2:23][Si:24]([CH3:27])([CH3:26])[CH3:25])[N:15]=[C:16]([C:29]3[N:30]=[C:31]([CH3:34])[S:32][CH:33]=3)[C:10]=2[CH2:9]1)=[O:7])([CH3:4])([CH3:3])[CH3:2]. The reactants are [C:1]([O:5][C:6]([N:8]1[CH2:13][CH2:12][C:11]2[N:14]([CH2:20][O:21][CH2:22][CH2:23][Si:24]([CH3:27])([CH3:26])[CH3:25])[N:15]=[C:16](B(O)O)[C:10]=2[CH2:9]1)=[O:7])([CH3:4])([CH3:3])[CH3:2].Br[C:29]1[N:30]=[C:31]([CH3:34])[S:32][CH:33]=1.CC(C1C=C(C(C)C)C(C2C=CC=CC=2P(C2CCCCC2)C2CCCCC2)=C(C(C)C)C=1)C.C([O-])([O-])=O.[Na+].[Na+]. The catalyst is O1CCOCC1.C1C=CC(/C=C/C(/C=C/C2C=CC=CC=2)=O)=CC=1.C1C=CC(/C=C/C(/C=C/C2C=CC=CC=2)=O)=CC=1.C1C=CC(/C=C/C(/C=C/C2C=CC=CC=2)=O)=CC=1.[Pd].[Pd]. (3) The reactants are C(Cl)CCl.Cl.[O:6]=[C:7]1[NH:16][C:15]2[N:14]=[CH:13][C:12](/[CH:17]=[CH:18]/[C:19]([OH:21])=O)=[CH:11][C:10]=2[CH2:9][CH2:8]1.[CH2:22]([N:24]1[C:32]2[C:27](=[CH:28][CH:29]=[CH:30][CH:31]=2)[C:26]([CH2:33][NH:34][CH3:35])=[CH:25]1)[CH3:23].C1C=CC2N([OH:45])N=NC=2C=1.O.C(N(C(C)C)CC)(C)C. The catalyst is CN(C=O)C. The product is [OH:45][CH2:23][CH2:22][N:24]1[C:32]2[C:27](=[CH:28][CH:29]=[CH:30][CH:31]=2)[C:26]([CH2:33][N:34]([CH3:35])[C:19](=[O:21])/[CH:18]=[CH:17]/[C:12]2[CH:13]=[N:14][C:15]3[NH:16][C:7](=[O:6])[CH2:8][CH2:9][C:10]=3[CH:11]=2)=[CH:25]1. The yield is 0.610. (4) The product is [P:1]([OH:41])([OH:44])([O:3][C:4]1[CH:9]=[C:8]([F:10])[CH:7]=[C:6]([C:11]2[C:19]3[C:14](=[N:15][CH:16]=[N:17][C:18]=3[NH2:20])[N:13]([CH2:21][C:22]3[N:23]([C:34]4[CH:39]=[CH:38][CH:37]=[CH:36][C:35]=4[CH3:40])[C:24](=[O:33])[C:25]4[C:30]([CH:31]=3)=[CH:29][CH:28]=[CH:27][C:26]=4[CH3:32])[N:12]=2)[CH:5]=1)=[O:2]. The yield is 0.910. The catalyst is CC#N. The reactants are [P:1]([O:44]CC)([O:41]CC)([O:3][C:4]1[CH:9]=[C:8]([F:10])[CH:7]=[C:6]([C:11]2[C:19]3[C:14](=[N:15][CH:16]=[N:17][C:18]=3[NH2:20])[N:13]([CH2:21][C:22]3[N:23]([C:34]4[CH:39]=[CH:38][CH:37]=[CH:36][C:35]=4[CH3:40])[C:24](=[O:33])[C:25]4[C:30]([CH:31]=3)=[CH:29][CH:28]=[CH:27][C:26]=4[CH3:32])[N:12]=2)[CH:5]=1)=[O:2].C[Si](Br)(C)C.